Dataset: Catalyst prediction with 721,799 reactions and 888 catalyst types from USPTO. Task: Predict which catalyst facilitates the given reaction. Reactant: [C:1]1([C:7]([C:9]2[CH:10]=[C:11]([CH3:15])[CH:12]=[CH:13][CH:14]=2)=[O:8])[CH:6]=[CH:5][CH:4]=[CH:3][CH:2]=1.[Br:16]Br.C(=O)(O)[O-].[Na+]. Product: [Br:16][CH2:15][C:11]1[CH:10]=[C:9]([C:7]([C:1]2[CH:2]=[CH:3][CH:4]=[CH:5][CH:6]=2)=[O:8])[CH:14]=[CH:13][CH:12]=1. The catalyst class is: 53.